This data is from NCI-60 drug combinations with 297,098 pairs across 59 cell lines. The task is: Regression. Given two drug SMILES strings and cell line genomic features, predict the synergy score measuring deviation from expected non-interaction effect. (1) Drug 1: CS(=O)(=O)C1=CC(=C(C=C1)C(=O)NC2=CC(=C(C=C2)Cl)C3=CC=CC=N3)Cl. Drug 2: CCCCC(=O)OCC(=O)C1(CC(C2=C(C1)C(=C3C(=C2O)C(=O)C4=C(C3=O)C=CC=C4OC)O)OC5CC(C(C(O5)C)O)NC(=O)C(F)(F)F)O. Cell line: NCIH23. Synergy scores: CSS=4.73, Synergy_ZIP=-1.28, Synergy_Bliss=0.383, Synergy_Loewe=-0.213, Synergy_HSA=-0.213. (2) Drug 1: C1=CC(=CC=C1CC(C(=O)O)N)N(CCCl)CCCl.Cl. Drug 2: C1CN(CCN1C(=O)CCBr)C(=O)CCBr. Cell line: NCI-H522. Synergy scores: CSS=21.8, Synergy_ZIP=-9.33, Synergy_Bliss=-0.514, Synergy_Loewe=2.93, Synergy_HSA=4.29. (3) Drug 1: CN(C)N=NC1=C(NC=N1)C(=O)N. Drug 2: C1=CC(=CC=C1CC(C(=O)O)N)N(CCCl)CCCl.Cl. Cell line: HCC-2998. Synergy scores: CSS=12.2, Synergy_ZIP=-1.47, Synergy_Bliss=2.43, Synergy_Loewe=-4.38, Synergy_HSA=-0.915. (4) Drug 1: CC1=C(C=C(C=C1)NC2=NC=CC(=N2)N(C)C3=CC4=NN(C(=C4C=C3)C)C)S(=O)(=O)N.Cl. Drug 2: C1=NC2=C(N1)C(=S)N=CN2. Cell line: HOP-62. Synergy scores: CSS=19.0, Synergy_ZIP=-13.6, Synergy_Bliss=-17.3, Synergy_Loewe=-35.1, Synergy_HSA=-15.7. (5) Drug 1: CC1C(C(CC(O1)OC2CC(CC3=C2C(=C4C(=C3O)C(=O)C5=C(C4=O)C(=CC=C5)OC)O)(C(=O)C)O)N)O.Cl. Drug 2: CCCS(=O)(=O)NC1=C(C(=C(C=C1)F)C(=O)C2=CNC3=C2C=C(C=N3)C4=CC=C(C=C4)Cl)F. Cell line: PC-3. Synergy scores: CSS=14.5, Synergy_ZIP=2.30, Synergy_Bliss=5.31, Synergy_Loewe=-9.71, Synergy_HSA=4.04. (6) Drug 1: C1C(C(OC1N2C=C(C(=O)NC2=O)F)CO)O. Drug 2: COC1=NC(=NC2=C1N=CN2C3C(C(C(O3)CO)O)O)N. Cell line: SF-295. Synergy scores: CSS=26.1, Synergy_ZIP=-8.89, Synergy_Bliss=-4.68, Synergy_Loewe=-15.4, Synergy_HSA=-3.25.